From a dataset of Full USPTO retrosynthesis dataset with 1.9M reactions from patents (1976-2016). Predict the reactants needed to synthesize the given product. (1) Given the product [F:26][C:23]1[CH:24]=[CH:25][C:20]([CH:19]([C:27]2[CH:28]=[CH:29][C:30]([F:33])=[CH:31][CH:32]=2)[CH2:18][CH2:17][CH2:16][CH2:15][C:14]([N:11]2[CH2:12][CH2:13][NH:8][CH2:9][CH2:10]2)=[O:34])=[CH:21][CH:22]=1, predict the reactants needed to synthesize it. The reactants are: C(OC([N:8]1[CH2:13][CH2:12][N:11]([C:14](=[O:34])[CH2:15][CH2:16][CH2:17][CH2:18][CH:19]([C:27]2[CH:32]=[CH:31][C:30]([F:33])=[CH:29][CH:28]=2)[C:20]2[CH:25]=[CH:24][C:23]([F:26])=[CH:22][CH:21]=2)[CH2:10][CH2:9]1)=O)(C)(C)C.C(O)(C(F)(F)F)=O. (2) The reactants are: [CH3:1][C:2]1[CH:14]=[CH:13][C:5]([CH2:6][C:7]2[S:11][C:10](N)=[N:9][N:8]=2)=[CH:4][CH:3]=1.[N+]([O-])([O-])=O.[Na+].[ClH:20]. Given the product [Cl:20][C:10]1[S:11][C:7]([CH2:6][C:5]2[CH:13]=[CH:14][C:2]([CH3:1])=[CH:3][CH:4]=2)=[N:8][N:9]=1, predict the reactants needed to synthesize it. (3) The reactants are: [F:1][C:2]([S:5][C:6]1[CH:11]=[CH:10][C:9]([NH:12][C:13]2[C:14]([NH2:25])=[C:15]3[C:20](=[CH:21][CH:22]=2)[CH:19]=[C:18]([CH:23]=[CH2:24])[CH:17]=[CH:16]3)=[CH:8][CH:7]=1)([F:4])[F:3].[CH3:26]N(C(OC)OC)C. Given the product [F:1][C:2]([S:5][C:6]1[CH:11]=[CH:10][C:9]([N:12]2[C:13]3[CH:22]=[CH:21][C:20]4[CH:19]=[C:18]([CH:23]=[CH2:24])[CH:17]=[CH:16][C:15]=4[C:14]=3[N:25]=[CH:26]2)=[CH:8][CH:7]=1)([F:4])[F:3], predict the reactants needed to synthesize it.